Dataset: Reaction yield outcomes from USPTO patents with 853,638 reactions. Task: Predict the reaction yield, written as a fraction of the theoretical maximum amount of product (1.0 means a 100% yield; for example, 0.34 means a 34% yield). (1) The reactants are [N:1]1([C:7]2[N:12]=[C:11]([N:13]3[CH2:18][CH2:17][O:16][CH2:15][CH2:14]3)[N:10]=[C:9]([C:19]3[CH:25]=[CH:24][C:22]([NH2:23])=[CH:21][CH:20]=3)[N:8]=2)[CH2:6][CH2:5][O:4][CH2:3][CH2:2]1.Cl[C:27](Cl)([O:29]C(=O)OC(Cl)(Cl)Cl)Cl.CCN(CC)CC.[NH2:45][C:46]1[CH:51]=[CH:50][C:49]([CH:52]([OH:54])[CH3:53])=[CH:48][CH:47]=1. The catalyst is C(Cl)Cl. The product is [N:1]1([C:7]2[N:12]=[C:11]([N:13]3[CH2:18][CH2:17][O:16][CH2:15][CH2:14]3)[N:10]=[C:9]([C:19]3[CH:25]=[CH:24][C:22]([NH:23][C:27]([NH:45][C:46]4[CH:51]=[CH:50][C:49]([CH:52]([OH:54])[CH3:53])=[CH:48][CH:47]=4)=[O:29])=[CH:21][CH:20]=3)[N:8]=2)[CH2:2][CH2:3][O:4][CH2:5][CH2:6]1. The yield is 0.240. (2) The reactants are [CH3:16][C:11]1([CH3:17])[C:12]([CH3:15])([CH3:14])[O:13][B:9]([B:9]2[O:13][C:12]([CH3:15])([CH3:14])[C:11]([CH3:17])([CH3:16])[O:10]2)[O:10]1.[Cl:19][C:20]1[CH:25]=[CH:24][CH:23]=[C:22]([Cl:26])[C:21]=1[Br:27]. The catalyst is CCCCCCC.C1CC=CCCC=C1.C1CC=CCCC=C1.[Cl-].[Cl-].[Ir].[Ir].CC(C1C=CC=C(C(C)C)C=1N=CC1C=CC=CN=1)C. The product is [Cl:19][C:20]1[CH:25]=[C:24]([B:9]2[O:10][C:11]([CH3:16])([CH3:17])[C:12]([CH3:14])([CH3:15])[O:13]2)[CH:23]=[C:22]([Cl:26])[C:21]=1[Br:27]. The yield is 0.680. (3) The catalyst is C1COCC1.C(OCC)(=O)C. The reactants are [NH3:1].[CH2:2]([C:4]1[CH:21]=[CH:20][C:7]([O:8][C:9]2[CH:14]=[CH:13][C:12]([S:15](Cl)(=[O:17])=[O:16])=[CH:11][C:10]=2[F:19])=[C:6]([O:22][CH3:23])[CH:5]=1)[CH3:3]. The yield is 0.330. The product is [CH2:2]([C:4]1[CH:21]=[CH:20][C:7]([O:8][C:9]2[CH:14]=[CH:13][C:12]([S:15]([NH2:1])(=[O:17])=[O:16])=[CH:11][C:10]=2[F:19])=[C:6]([O:22][CH3:23])[CH:5]=1)[CH3:3]. (4) The reactants are Cl[C:2]1[N:7]=[C:6]([NH:8][C:9]([C:11]2([C:14]3[CH:24]=[CH:23][C:17]4[O:18][C:19]([F:22])([F:21])[O:20][C:16]=4[CH:15]=3)[CH2:13][CH2:12]2)=[O:10])[CH:5]=[CH:4][C:3]=1[CH3:25].[CH3:26][O:27][C:28]1[C:33]([O:34][CH3:35])=[CH:32][C:31](B2OC(C)(C)C(C)(C)O2)=[CH:30][N:29]=1.C(=O)([O-])[O-].[Na+].[Na+]. The catalyst is COCCOC.C(OCC)(=O)C.C1C=CC([P]([Pd]([P](C2C=CC=CC=2)(C2C=CC=CC=2)C2C=CC=CC=2)([P](C2C=CC=CC=2)(C2C=CC=CC=2)C2C=CC=CC=2)[P](C2C=CC=CC=2)(C2C=CC=CC=2)C2C=CC=CC=2)(C2C=CC=CC=2)C2C=CC=CC=2)=CC=1. The product is [F:21][C:19]1([F:22])[O:18][C:17]2[CH:23]=[CH:24][C:14]([C:11]3([C:9]([NH:8][C:6]4[N:7]=[C:2]([C:31]5[CH:30]=[N:29][C:28]([O:27][CH3:26])=[C:33]([O:34][CH3:35])[CH:32]=5)[C:3]([CH3:25])=[CH:4][CH:5]=4)=[O:10])[CH2:13][CH2:12]3)=[CH:15][C:16]=2[O:20]1. The yield is 0.550. (5) The catalyst is Cl[Pd](Cl)([P](C1C=CC=CC=1)(C1C=CC=CC=1)C1C=CC=CC=1)[P](C1C=CC=CC=1)(C1C=CC=CC=1)C1C=CC=CC=1.CS(C)=O. The yield is 0.420. The reactants are Cl[C:2]1[CH:3]=[C:4]([C:14]([NH:16][CH2:17][C:18]2[C:19](=[O:26])[NH:20][C:21]([CH3:25])=[CH:22][C:23]=2[CH3:24])=[O:15])[C:5]2[CH:10]=[N:9][N:8]([CH:11]([CH3:13])[CH3:12])[C:6]=2[N:7]=1.[N:27]1[CH:32]=[CH:31][CH:30]=[C:29](B(O)O)[CH:28]=1.C(=O)([O-])[O-].[Na+].[Na+]. The product is [CH3:24][C:23]1[CH:22]=[C:21]([CH3:25])[NH:20][C:19](=[O:26])[C:18]=1[CH2:17][NH:16][C:14]([C:4]1[C:5]2[CH:10]=[N:9][N:8]([CH:11]([CH3:13])[CH3:12])[C:6]=2[N:7]=[C:2]([C:29]2[CH:28]=[N:27][CH:32]=[CH:31][CH:30]=2)[CH:3]=1)=[O:15]. (6) The reactants are [C:1]([O:9][CH2:10][C:11]1([C:17]([O:19][CH2:20][CH3:21])=[O:18])[CH2:16][CH2:15][CH:14]=[CH:13][O:12]1)(=[O:8])[C:2]1[CH:7]=[CH:6][CH:5]=[CH:4][CH:3]=1.B.C1C[O:26]CC1.C([O-])(=O)C.[Na+].OO. The catalyst is C1COCC1.O.CCOCC. The product is [C:1]([O:9][CH2:10][C:11]1([C:17]([O:19][CH2:20][CH3:21])=[O:18])[CH2:16][CH2:15][CH:14]([OH:26])[CH2:13][O:12]1)(=[O:8])[C:2]1[CH:3]=[CH:4][CH:5]=[CH:6][CH:7]=1. The yield is 0.800. (7) The reactants are C([O:4][CH2:5][C:6]1[C:11]([C:12]2[CH:17]=[C:16]([NH:18][C:19]3[CH:24]=[CH:23][C:22]([N:25]4[CH2:30][CH2:29][N:28]([CH:31]([CH3:33])[CH3:32])[CH2:27][CH2:26]4)=[CH:21][N:20]=3)[C:15](=[O:34])[N:14]([CH3:35])[N:13]=2)=[CH:10][CH:9]=[CH:8][C:7]=1[N:36]1[N:45]=[CH:44][C:43]2[C:38](=[C:39]([F:50])[CH:40]=[C:41]([C:46]([CH3:49])([CH3:48])[CH3:47])[CH:42]=2)[C:37]1=[O:51])(=O)C.[OH-].[Na+].C(Cl)[Cl:55]. The catalyst is C1COCC1.C([O-])(O)=O.[Na+]. The product is [ClH:55].[C:46]([C:41]1[CH:42]=[C:43]2[C:38](=[C:39]([F:50])[CH:40]=1)[C:37](=[O:51])[N:36]([C:7]1[CH:8]=[CH:9][CH:10]=[C:11]([C:12]3[CH:17]=[C:16]([NH:18][C:19]4[CH:24]=[CH:23][C:22]([N:25]5[CH2:26][CH2:27][N:28]([CH:31]([CH3:32])[CH3:33])[CH2:29][CH2:30]5)=[CH:21][N:20]=4)[C:15](=[O:34])[N:14]([CH3:35])[N:13]=3)[C:6]=1[CH2:5][OH:4])[N:45]=[CH:44]2)([CH3:48])([CH3:49])[CH3:47]. The yield is 0.380. (8) The reactants are [NH2:1][C:2]1[S:6][C:5]2[CH2:7][CH2:8][CH2:9][C:4]=2[C:3]=1[C:10]([C:12]1[O:13][CH:14]=[CH:15][CH:16]=1)=O.Cl[Si](C)(C)C.CN([CH:25]=[O:26])C. No catalyst specified. The product is [CH3:5][C:4]1[N:1]=[C:2]2[S:6][C:5]3[CH2:7][CH2:8][CH2:9][C:4]=3[C:3]2=[C:10]([C:12]2[O:13][CH:14]=[CH:15][CH:16]=2)[C:3]=1[CH2:10][C:12]([O:26][CH3:25])=[O:13]. The yield is 0.620. (9) The reactants are [CH:1]1([C:7]2[C:8]3[CH:9]=[CH:10][C:11]([C:42]([NH:44][S:45](=[O:50])(=[O:49])[N:46]([CH3:48])[CH3:47])=[O:43])=[CH:12][C:13]=3[N:14]3[CH2:20][C:19]([C:21]([N:23]4[CH2:27][C:26]56[CH2:32][N:33]([CH3:35])[CH2:34][C:25]5([CH2:30][N:29]([CH3:31])[CH2:28]6)[CH2:24]4)=[O:22])=[CH:18][C:17]4[CH:36]=[C:37]([O:40][CH3:41])[CH:38]=[CH:39][C:16]=4[C:15]=23)[CH2:6][CH2:5][CH2:4][CH2:3][CH2:2]1. The catalyst is CO.[Pd]. The product is [CH:1]1([C:7]2[C:8]3[CH:9]=[CH:10][C:11]([C:42]([NH:44][S:45](=[O:49])(=[O:50])[N:46]([CH3:48])[CH3:47])=[O:43])=[CH:12][C:13]=3[N:14]3[CH2:20][CH:19]([C:21]([N:23]4[CH2:27][C:26]56[CH2:28][N:29]([CH3:31])[CH2:30][C:25]5([CH2:34][N:33]([CH3:35])[CH2:32]6)[CH2:24]4)=[O:22])[CH2:18][C:17]4[CH:36]=[C:37]([O:40][CH3:41])[CH:38]=[CH:39][C:16]=4[C:15]=23)[CH2:2][CH2:3][CH2:4][CH2:5][CH2:6]1. The yield is 0.490. (10) The reactants are [CH3:1][C:2]1[CH:3]=[C:4]([CH:7]=[CH:8][CH:9]=1)[CH2:5][OH:6].[C:10](O)(=[O:14])[CH:11]([CH3:13])[CH3:12]. The catalyst is C1(C)C=CC(S(O)(=O)=O)=CC=1.O. The product is [C:10]([O:6][CH2:5][C:4]1[CH:7]=[CH:8][CH:9]=[C:2]([CH3:1])[CH:3]=1)(=[O:14])[CH:11]([CH3:13])[CH3:12]. The yield is 0.600.